This data is from Catalyst prediction with 721,799 reactions and 888 catalyst types from USPTO. The task is: Predict which catalyst facilitates the given reaction. (1) Reactant: [CH3:1][C:2]1[S:3][CH:4]=[CH:5][C:6]=1[CH:7]=[CH:8][N+:9]([O-])=O.[H-].[H-].[H-].[H-].[Li+].[Al+3].C(Cl)Cl.CO.CCN(CC)CC. Product: [CH3:1][C:2]1[S:3][CH:4]=[CH:5][C:6]=1[CH2:7][CH2:8][NH2:9]. The catalyst class is: 28. (2) Reactant: [Br:1][C:2]1[CH:3]=[CH:4][CH:5]=[C:6]2[C:11]=1[N:10]=[C:9]([Cl:12])[N:8]=[C:7]2N.N(OCCC(C)C)=O.CC(=O)OCC.C(Cl)Cl. Product: [Br:1][C:2]1[CH:3]=[CH:4][CH:5]=[C:6]2[C:11]=1[N:10]=[C:9]([Cl:12])[N:8]=[CH:7]2. The catalyst class is: 1. (3) Reactant: [C:1]([Si:5]([CH3:16])([CH3:15])[O:6][C@@H:7]([C@@H:9]([CH:13]=[CH2:14])[C:10]([OH:12])=[O:11])[CH3:8])([CH3:4])([CH3:3])[CH3:2].Br[C:18]1[CH:27]=[C:26]2[C:21]([CH:22]=[CH:23][C:24]([C@H:28]([O:30][C:31](=[O:33])[CH3:32])[CH3:29])=[N:25]2)=[CH:20][CH:19]=1.C1(C)C=CC=CC=1P(C1C=CC=CC=1C)C1C=CC=CC=1C.C1(CNCC2CCCCC2)CCCCC1. Product: [C:31]([O:30][C@@H:28]([C:24]1[CH:23]=[CH:22][C:21]2[C:26](=[CH:27][C:18](/[CH:14]=[CH:13]/[C@H:9]([C@H:7]([O:6][Si:5]([C:1]([CH3:4])([CH3:3])[CH3:2])([CH3:16])[CH3:15])[CH3:8])[C:10]([OH:12])=[O:11])=[CH:19][CH:20]=2)[N:25]=1)[CH3:29])(=[O:33])[CH3:32]. The catalyst class is: 160. (4) Reactant: Cl.[OH:2][C:3]1[CH:4]=[C:5]([CH:9]=[CH:10][CH:11]=1)[CH2:6][CH2:7][NH2:8].[C:12]([O:16][CH2:17][CH3:18])(=[O:15])[CH:13]=O.C(N(CC)CC)C.[CH3:26][C:27]([O:30][C:31](O[C:31]([O:30][C:27]([CH3:29])([CH3:28])[CH3:26])=[O:32])=[O:32])([CH3:29])[CH3:28]. Product: [OH:2][C:3]1[CH:4]=[C:5]2[C:9](=[CH:10][CH:11]=1)[CH:13]([C:12]([O:16][CH2:17][CH3:18])=[O:15])[N:8]([C:31]([O:30][C:27]([CH3:29])([CH3:28])[CH3:26])=[O:32])[CH2:7][CH2:6]2. The catalyst class is: 8. (5) Reactant: [CH:1]1([C:4]([NH:6][NH:7][C:8]([C:10]2[CH:11]=[C:12]3[C:16](=[CH:17][CH:18]=2)[N:15]([S:19]([C:22]2[CH:28]=[CH:27][C:25]([CH3:26])=[CH:24][CH:23]=2)(=[O:21])=[O:20])[CH:14]=[C:13]3[I:29])=[O:9])=O)[CH2:3][CH2:2]1.O=P(Cl)(Cl)Cl. Product: [CH:1]1([C:4]2[O:9][C:8]([C:10]3[CH:11]=[C:12]4[C:16](=[CH:17][CH:18]=3)[N:15]([S:19]([C:22]3[CH:28]=[CH:27][C:25]([CH3:26])=[CH:24][CH:23]=3)(=[O:20])=[O:21])[CH:14]=[C:13]4[I:29])=[N:7][N:6]=2)[CH2:2][CH2:3]1. The catalyst class is: 6. (6) Product: [CH2:1]([C:3]1[S:43][C:6]2[N:7]([CH2:24][C:25]3[CH:26]=[CH:27][C:28]([C:31]4[CH:36]=[CH:35][CH:34]=[CH:33][C:32]=4[C:37]4[NH:41][C:40](=[O:42])[O:39][N:38]=4)=[CH:29][CH:30]=3)[C:8](=[O:23])[N:9]([CH2:12][C:13](=[N:44][O:45][CH2:46][C:47]([OH:49])=[O:48])[C:15]3[CH:16]=[CH:17][C:18]([O:21][CH3:22])=[CH:19][CH:20]=3)[C:10](=[O:11])[C:5]=2[CH:4]=1)[CH3:2]. Reactant: [CH2:1]([C:3]1[S:43][C:6]2[N:7]([CH2:24][C:25]3[CH:30]=[CH:29][C:28]([C:31]4[CH:36]=[CH:35][CH:34]=[CH:33][C:32]=4[C:37]4[NH:41][C:40](=[O:42])[O:39][N:38]=4)=[CH:27][CH:26]=3)[C:8](=[O:23])[N:9]([CH2:12][C:13]([C:15]3[CH:20]=[CH:19][C:18]([O:21][CH3:22])=[CH:17][CH:16]=3)=O)[C:10](=[O:11])[C:5]=2[CH:4]=1)[CH3:2].[NH2:44][O:45][CH2:46][C:47]([OH:49])=[O:48].N1C=CC=CC=1.Cl. The catalyst class is: 408. (7) Reactant: [CH2:1]1[CH:10]2[CH:5]([CH2:6][CH2:7][CH2:8][CH:9]2[C:11]([O:13][CH2:14][CH3:15])=[O:12])[CH2:4][CH2:3][NH:2]1.CN(C)CCCN=C=NCC.[F:27][C:28]1[CH:33]=[CH:32][C:31]([CH2:34][CH2:35][C:36](O)=[O:37])=[CH:30][CH:29]=1.Cl. Product: [F:27][C:28]1[CH:29]=[CH:30][C:31]([CH2:34][CH2:35][C:36]([N:2]2[CH2:3][CH2:4][CH:5]3[CH:10]([CH:9]([C:11]([O:13][CH2:14][CH3:15])=[O:12])[CH2:8][CH2:7][CH2:6]3)[CH2:1]2)=[O:37])=[CH:32][CH:33]=1. The catalyst class is: 4.